From a dataset of Reaction yield outcomes from USPTO patents with 853,638 reactions. Predict the reaction yield, written as a fraction of the theoretical maximum amount of product (1.0 means a 100% yield; for example, 0.34 means a 34% yield). (1) The reactants are [C:1]([C:3]1[CH:4]=[C:5]([CH2:9][O:10][C:11]2[CH:12]=[C:13]([O:17][S:18]([C:21]3[CH:26]=[CH:25][CH:24]=[CH:23][C:22]=3[Cl:27])(=[O:20])=[O:19])[CH:14]=[CH:15][CH:16]=2)[CH:6]=[CH:7][CH:8]=1)#[N:2].Cl.C(=O)([O-])[O-].[NH4+:33].[NH4+]. The catalyst is C(Cl)Cl.C(O)C. The product is [ClH:27].[C:1]([C:3]1[CH:4]=[C:5]([CH2:9][O:10][C:11]2[CH:12]=[C:13]([O:17][S:18]([C:21]3[CH:26]=[CH:25][CH:24]=[CH:23][C:22]=3[Cl:27])(=[O:20])=[O:19])[CH:14]=[CH:15][CH:16]=2)[CH:6]=[CH:7][CH:8]=1)(=[NH:33])[NH2:2]. The yield is 0.750. (2) The reactants are [CH2:1]([O:3][C:4]([C:6]1[NH:7][C:8]2[C:13]([CH:14]=1)=[CH:12][C:11]([O:15][Si:16]([C:19]([CH3:22])([CH3:21])[CH3:20])([CH3:18])[CH3:17])=[CH:10][CH:9]=2)=[O:5])[CH3:2].CC(C)([O-])C.[K+].[C:29]([O:33][C:34]([N:36]1[CH2:40][CH2:39]OS1(=O)=O)=[O:35])([CH3:32])([CH3:31])[CH3:30]. The catalyst is CN(C)C=O. The product is [CH2:1]([O:3][C:4]([C:6]1[N:7]([CH2:39][CH2:40][NH:36][C:34]([O:33][C:29]([CH3:32])([CH3:31])[CH3:30])=[O:35])[C:8]2[C:13]([CH:14]=1)=[CH:12][C:11]([O:15][Si:16]([C:19]([CH3:21])([CH3:20])[CH3:22])([CH3:18])[CH3:17])=[CH:10][CH:9]=2)=[O:5])[CH3:2]. The yield is 1.00. (3) The reactants are [CH2:1]([O:8][CH2:9][C:10]([C:13]1[NH:17][C:16](=[O:18])[N:15]([C:19]2[CH:24]=[CH:23][C:22]([O:25][C:26]3[CH:31]=[CH:30][N:29]=[C:28](Cl)[CH:27]=3)=[C:21]([CH3:33])[N:20]=2)[N:14]=1)([CH3:12])[CH3:11])[C:2]1[CH:7]=[CH:6][CH:5]=[CH:4][CH:3]=1.[CH3:34][N:35]1[CH:39]=[C:38](B2OC(C)(C)C(C)(C)O2)[CH:37]=[N:36]1.C([O-])([O-])=O.[K+].[K+].[NH4+].[Cl-]. The catalyst is C1C=CC([P]([Pd]([P](C2C=CC=CC=2)(C2C=CC=CC=2)C2C=CC=CC=2)([P](C2C=CC=CC=2)(C2C=CC=CC=2)C2C=CC=CC=2)[P](C2C=CC=CC=2)(C2C=CC=CC=2)C2C=CC=CC=2)(C2C=CC=CC=2)C2C=CC=CC=2)=CC=1.CCOC(C)=O.O.O1CCOCC1. The product is [CH2:1]([O:8][CH2:9][C:10]([C:13]1[NH:17][C:16](=[O:18])[N:15]([C:19]2[CH:24]=[CH:23][C:22]([O:25][C:26]3[CH:31]=[CH:30][N:29]=[C:28]([C:38]4[CH:37]=[N:36][N:35]([CH3:34])[CH:39]=4)[CH:27]=3)=[C:21]([CH3:33])[N:20]=2)[N:14]=1)([CH3:12])[CH3:11])[C:2]1[CH:7]=[CH:6][CH:5]=[CH:4][CH:3]=1. The yield is 0.910.